The task is: Predict the product of the given reaction.. This data is from Forward reaction prediction with 1.9M reactions from USPTO patents (1976-2016). (1) Given the reactants [NH2:1][C:2]1[CH:10]=[CH:9][C:8]([O:11][CH3:12])=[CH:7][C:3]=1[C:4]([OH:6])=[O:5].[O:13]1CCOC[CH2:14]1, predict the reaction product. The product is: [CH3:12][O:11][C:8]1[CH:9]=[CH:10][C:2]2[NH:1][C:14](=[O:13])[O:5][C:4](=[O:6])[C:3]=2[CH:7]=1. (2) Given the reactants [CH3:1][CH:2]([O:4][C:5]1[CH:12]=[CH:11][C:10]([C:13]2[S:14][C:15]([N:18]3[C:26]([CH3:27])=[C:21]4[CH2:22][NH:23][CH2:24][CH2:25][C:20]4=[N:19]3)=[N:16][N:17]=2)=[CH:9][C:6]=1[C:7]#[N:8])[CH3:3].Br[CH2:29][C:30]([O:32][C:33]([CH3:36])([CH3:35])[CH3:34])=[O:31].C(=O)([O-])[O-].[K+].[K+], predict the reaction product. The product is: [C:7]([C:6]1[CH:9]=[C:10]([C:13]2[S:14][C:15]([N:18]3[C:26]([CH3:27])=[C:21]4[CH2:22][N:23]([CH2:29][C:30]([O:32][C:33]([CH3:36])([CH3:35])[CH3:34])=[O:31])[CH2:24][CH2:25][C:20]4=[N:19]3)=[N:16][N:17]=2)[CH:11]=[CH:12][C:5]=1[O:4][CH:2]([CH3:1])[CH3:3])#[N:8].